Task: Predict the reactants needed to synthesize the given product.. Dataset: Full USPTO retrosynthesis dataset with 1.9M reactions from patents (1976-2016) (1) Given the product [CH2:20]([N:22]1[C:30]2[C:25](=[CH:26][C:27]([NH:31][C:13]([C:11]3[C:10]([C:16]([F:19])([F:18])[F:17])=[N:9][N:8]([C:5]4[CH:4]=[CH:3][C:2]([F:1])=[CH:7][CH:6]=4)[CH:12]=3)=[O:15])=[CH:28][CH:29]=2)[C:24](=[O:34])[NH:23]1)[CH3:21], predict the reactants needed to synthesize it. The reactants are: [F:1][C:2]1[CH:7]=[CH:6][C:5]([N:8]2[CH:12]=[C:11]([C:13]([OH:15])=O)[C:10]([C:16]([F:19])([F:18])[F:17])=[N:9]2)=[CH:4][CH:3]=1.[CH2:20]([N:22]1[C:30]2[C:25](=[CH:26][C:27]([N+:31]([O-])=O)=[CH:28][CH:29]=2)[C:24](=[O:34])[NH:23]1)[CH3:21].C(N1C2C(=CC(NC(C3C(C(F)(F)F)=NN(C4C=CC=CN=4)C=3)=O)=CC=2)C(=O)N1)C. (2) The reactants are: [NH:1]1[CH2:6][CH2:5][CH2:4][CH:3]([N:7]2[CH2:12][CH2:11][O:10][CH2:9][CH2:8]2)[CH2:2]1.F[C:14]1[CH:19]=[CH:18][C:17]([N+:20]([O-:22])=[O:21])=[CH:16][CH:15]=1.C(=O)([O-])[O-].[K+].[K+].CN(C)C=O.[Cl-].[NH4+]. Given the product [N+:20]([C:17]1[CH:18]=[CH:19][C:14]([N:1]2[CH2:6][CH2:5][CH2:4][CH:3]([N:7]3[CH2:8][CH2:9][O:10][CH2:11][CH2:12]3)[CH2:2]2)=[CH:15][CH:16]=1)([O-:22])=[O:21], predict the reactants needed to synthesize it. (3) The reactants are: [Cl:1][C:2]1[CH:3]=[CH:4][C:5]2[CH2:11][CH2:10][C:9]3[CH:12]=[CH:13][CH:14]=[CH:15][C:8]=3[NH:7][C:6]=2[CH:16]=1.[Cl:17][CH2:18][C:19](Cl)=[O:20]. Given the product [Cl:17][CH2:18][C:19]([N:7]1[C:8]2[CH:15]=[CH:14][CH:13]=[CH:12][C:9]=2[CH2:10][CH2:11][C:5]2[CH:4]=[CH:3][C:2]([Cl:1])=[CH:16][C:6]1=2)=[O:20], predict the reactants needed to synthesize it. (4) Given the product [N:3]1[CH:4]=[CH:5][CH:6]=[CH:7][C:2]=1[C:16]1[CH:21]=[N:20][C:19]([NH2:22])=[CH:18][CH:17]=1, predict the reactants needed to synthesize it. The reactants are: Br[C:2]1[CH:7]=[CH:6][CH:5]=[CH:4][N:3]=1.CC1(C)C(C)(C)OB([C:16]2[CH:17]=[CH:18][C:19]([NH2:22])=[N:20][CH:21]=2)O1.C(=O)([O-])[O-].[Na+].[Na+]. (5) Given the product [Br:1][C:2]1[CH:7]=[CH:6][C:5]([C:8]2[C:13]([S:16]([OH:19])(=[O:18])=[O:17])=[CH:12][CH:11]=[CH:10][CH:9]=2)=[C:4]([F:14])[CH:3]=1, predict the reactants needed to synthesize it. The reactants are: [Br:1][C:2]1[CH:7]=[CH:6][C:5]([C:8]2[CH:13]=[CH:12][CH:11]=[CH:10][CH:9]=2)=[C:4]([F:14])[CH:3]=1.Cl[S:16]([OH:19])(=[O:18])=[O:17]. (6) Given the product [CH2:23]([C:8]1[CH:9]=[C:4]([CH:5]=[CH:6][C:7]=1[OH:10])[C:3]([O:2][CH3:1])=[O:14])[CH:18]=[CH2:19], predict the reactants needed to synthesize it. The reactants are: [CH3:1][O:2][C:3](=[O:14])[C:4]1[CH:9]=[CH:8][C:7]([O:10]CC=C)=[CH:6][CH:5]=1.C(N(CC)[C:18]1[CH:23]=CC=C[CH:19]=1)C.